Dataset: Full USPTO retrosynthesis dataset with 1.9M reactions from patents (1976-2016). Task: Predict the reactants needed to synthesize the given product. The reactants are: [CH3:1][C:2]1([CH3:10])[CH:4]([C:5](Cl)=[O:6])[C:3]1([CH3:9])[CH3:8].Cl.[O:12]([NH2:14])[CH3:13].C(N(CC)CC)C. Given the product [CH3:13][O:12][NH:14][C:5]([CH:4]1[C:2]([CH3:10])([CH3:1])[C:3]1([CH3:9])[CH3:8])=[O:6], predict the reactants needed to synthesize it.